From a dataset of Forward reaction prediction with 1.9M reactions from USPTO patents (1976-2016). Predict the product of the given reaction. Given the reactants C([O:3][C:4](=[O:39])[CH2:5][N:6]([S:33]([N:36]([CH3:38])[CH3:37])(=[O:35])=[O:34])[CH2:7][C:8]1[CH:13]=[CH:12][C:11]([O:14][CH2:15][CH2:16][C:17]2[N:18]=[C:19]([C:23]3[CH:28]=[CH:27][C:26]([C:29]([F:32])([F:31])[F:30])=[CH:25][CH:24]=3)[O:20][C:21]=2[CH3:22])=[CH:10][CH:9]=1)C.O.[OH-].[Li+], predict the reaction product. The product is: [CH3:37][N:36]([S:33]([N:6]([CH2:5][C:4]([OH:39])=[O:3])[CH2:7][C:8]1[CH:13]=[CH:12][C:11]([O:14][CH2:15][CH2:16][C:17]2[N:18]=[C:19]([C:23]3[CH:28]=[CH:27][C:26]([C:29]([F:30])([F:31])[F:32])=[CH:25][CH:24]=3)[O:20][C:21]=2[CH3:22])=[CH:10][CH:9]=1)(=[O:34])=[O:35])[CH3:38].